Dataset: Reaction yield outcomes from USPTO patents with 853,638 reactions. Task: Predict the reaction yield, written as a fraction of the theoretical maximum amount of product (1.0 means a 100% yield; for example, 0.34 means a 34% yield). The reactants are [CH2:1]([C@H:3]1[C@@H:7]([C:8]2[N:12]3[C:13]4[C:19](I)=[CH:18][N:17]([CH2:21][O:22][CH2:23][CH2:24][Si:25]([CH3:28])([CH3:27])[CH3:26])[C:14]=4[N:15]=[CH:16][C:11]3=[N:10][N:9]=2)[CH2:6][C@@H:5]([NH:29][S:30]([CH:33]2[CH2:35][CH2:34]2)(=[O:32])=[O:31])[CH2:4]1)[CH3:2].[C-:36]#[N:37].[K+]. The catalyst is CN(C=O)C.[Cu]I.C1OCCOCCOCCOCCOCCOC1. The product is [C:36]([C:19]1[C:13]2[N:12]3[C:8]([C@@H:7]4[C@H:3]([CH2:1][CH3:2])[CH2:4][C@H:5]([NH:29][S:30]([CH:33]5[CH2:35][CH2:34]5)(=[O:32])=[O:31])[CH2:6]4)=[N:9][N:10]=[C:11]3[CH:16]=[N:15][C:14]=2[N:17]([CH2:21][O:22][CH2:23][CH2:24][Si:25]([CH3:27])([CH3:26])[CH3:28])[CH:18]=1)#[N:37]. The yield is 0.820.